From a dataset of Forward reaction prediction with 1.9M reactions from USPTO patents (1976-2016). Predict the product of the given reaction. (1) Given the reactants [C:1]([O:5][C:6]([NH:8][C:9]1[CH:17]=[CH:16][CH:15]=[CH:14][C:10]=1[C:11]([OH:13])=O)=[O:7])([CH3:4])([CH3:3])[CH3:2].[F:18][C:19]([F:29])([F:28])[S:20][C:21]1[CH:22]=[C:23]([CH:25]=[CH:26][CH:27]=1)[NH2:24].CN(C(ON1N=NC2C=CC=NC1=2)=[N+](C)C)C.F[P-](F)(F)(F)(F)F.CCN(C(C)C)C(C)C, predict the reaction product. The product is: [F:28][C:19]([F:18])([F:29])[S:20][C:21]1[CH:22]=[C:23]([NH:24][C:11]([C:10]2[CH:14]=[CH:15][CH:16]=[CH:17][C:9]=2[NH:8][C:6](=[O:7])[O:5][C:1]([CH3:2])([CH3:3])[CH3:4])=[O:13])[CH:25]=[CH:26][CH:27]=1. (2) Given the reactants [CH2:1]([O:3][C:4](=[O:32])[CH2:5][NH:6][C:7]([O:9][CH2:10][CH2:11][O:12][CH2:13][CH2:14][NH:15][C:16]([O:18][CH2:19][CH2:20][O:21][CH2:22][CH2:23][NH:24]C(OC(C)(C)C)=O)=[O:17])=[O:8])[CH3:2].[F:33][C:34]([F:39])([F:38])[C:35]([OH:37])=[O:36], predict the reaction product. The product is: [F:33][C:34]([F:39])([F:38])[C:35]([O-:37])=[O:36].[CH2:1]([O:3][C:4](=[O:32])[CH2:5][NH:6][C:7]([O:9][CH2:10][CH2:11][O:12][CH2:13][CH2:14][NH:15][C:16]([O:18][CH2:19][CH2:20][O:21][CH2:22][CH2:23][NH2:24])=[O:17])=[O:8])[CH3:2]. (3) The product is: [C:6]1([C:5](=[N:12][OH:13])[C:3](=[O:4])[CH2:1][CH3:2])[CH:11]=[CH:10][CH:9]=[CH:8][CH:7]=1. Given the reactants [CH2:1]([C:3]([CH2:5][C:6]1[CH:11]=[CH:10][CH:9]=[CH:8][CH:7]=1)=[O:4])[CH3:2].[N:12](OC(C)(C)C)=[O:13].CC[O-].[Na+], predict the reaction product. (4) Given the reactants [F:1][C:2]1[CH:3]=[C:4]([N:9]2[CH2:13][C@H:12]([C:14]([NH2:16])=[O:15])[O:11][C:10]2=[O:17])[CH:5]=[CH:6][C:7]=1I.C[Sn](C)(C)[C:20]1[CH:21]=[N:22][CH:23]=[CH:24][CH:25]=1.C1([As](C2C=CC=CC=2)C2C=CC=CC=2)C=CC=CC=1, predict the reaction product. The product is: [N:22]1[CH:23]=[CH:24][CH:25]=[C:20]([C:7]2[CH:6]=[CH:5][C:4]([N:9]3[CH2:13][C@H:12]([C:14]([NH2:16])=[O:15])[O:11][C:10]3=[O:17])=[CH:3][C:2]=2[F:1])[CH:21]=1. (5) The product is: [OH:27][C:24]1([C:2]2[CH:7]=[CH:6][C:5]([NH:8][C:9](=[O:15])[O:10][CH2:11][CH:12]([CH3:14])[CH3:13])=[CH:4][CH:3]=2)[CH2:25][CH2:26][S:21][CH2:22][CH2:23]1. Given the reactants Br[C:2]1[CH:7]=[CH:6][C:5]([NH:8][C:9](=[O:15])[O:10][CH2:11][CH:12]([CH3:14])[CH3:13])=[CH:4][CH:3]=1.C([Li])CCC.[S:21]1[CH2:26][CH2:25][C:24](=[O:27])[CH2:23][CH2:22]1, predict the reaction product.